Dataset: Full USPTO retrosynthesis dataset with 1.9M reactions from patents (1976-2016). Task: Predict the reactants needed to synthesize the given product. Given the product [CH3:5][Si:4]([CH2:7][CH2:15][CH2:14][O:13][C:8](=[O:12])[CH:9]=[CH2:10])([CH3:6])[O:3][SiH:2]([CH3:17])[CH3:1], predict the reactants needed to synthesize it. The reactants are: [CH3:1][SiH2:2][O:3][Si:4]([CH3:7])([CH3:6])[CH3:5].[C:8]([O:13][CH2:14][CH:15]=C)(=[O:12])[C:9](C)=[CH2:10].[C:17]1(P(C2C=CC=CC=2)C2C=CC=CC=2)C=CC=CC=1.